From a dataset of Peptide-MHC class I binding affinity with 185,985 pairs from IEDB/IMGT. Regression. Given a peptide amino acid sequence and an MHC pseudo amino acid sequence, predict their binding affinity value. This is MHC class I binding data. The peptide sequence is LMMTLPSIFL. The MHC is HLA-A02:01 with pseudo-sequence HLA-A02:01. The binding affinity (normalized) is 1.00.